This data is from Full USPTO retrosynthesis dataset with 1.9M reactions from patents (1976-2016). The task is: Predict the reactants needed to synthesize the given product. (1) Given the product [C:10]([C:5]([CH3:9])([CH3:4])[CH:6]([O:7][NH2:8])[OH:23])([O:12][C:13]([CH3:16])([CH3:15])[CH3:14])=[O:11], predict the reactants needed to synthesize it. The reactants are: C(O[C:4](=O)[C:5]([C:10]([O:12][C:13]([CH3:16])([CH3:15])[CH3:14])=[O:11])([CH3:9])[CH2:6][O:7][NH2:8])C.[BH4-].[Li+].C1C[O:23]CC1. (2) Given the product [N:21]1[CH:20]=[CH:19][N:17]2[CH:18]=[C:13]([CH:11]([C:8]3[N:6]4[N:7]=[C:2]([C:26]5[CH:25]=[N:24][N:23]([CH3:22])[CH:27]=5)[CH:3]=[CH:4][C:5]4=[N:10][CH:9]=3)[OH:12])[CH:14]=[CH:15][C:16]=12, predict the reactants needed to synthesize it. The reactants are: Cl[C:2]1[CH:3]=[CH:4][C:5]2[N:6]([C:8]([CH:11]([C:13]3[CH:14]=[CH:15][C:16]4[N:17]([CH:19]=[CH:20][N:21]=4)[CH:18]=3)[OH:12])=[CH:9][N:10]=2)[N:7]=1.[CH3:22][N:23]1[CH:27]=[C:26](B2OC(C)(C)C(C)(C)O2)[CH:25]=[N:24]1.C([O-])([O-])=O.[K+].[K+].COCCOC. (3) Given the product [CH:17]([O:20][C:21]1[CH:22]=[C:23]([CH:27]([CH3:30])[CH2:28][O:16][C:13]2[CH:12]=[CH:11][C:10]([C:8]3[O:7][N:6]=[C:5]([OH:4])[CH:9]=3)=[CH:15][CH:14]=2)[CH:24]=[CH:25][CH:26]=1)([CH3:19])[CH3:18], predict the reactants needed to synthesize it. The reactants are: COC[O:4][C:5]1[CH:9]=[C:8]([C:10]2[CH:15]=[CH:14][C:13]([OH:16])=[CH:12][CH:11]=2)[O:7][N:6]=1.[CH:17]([O:20][C:21]1[CH:22]=[C:23]([CH:27]([CH3:30])[CH2:28]O)[CH:24]=[CH:25][CH:26]=1)([CH3:19])[CH3:18].C1(P(C2C=CC=CC=2)C2C=CC=CC=2)C=CC=CC=1.N(C(OC(C)C)=O)=NC(OC(C)C)=O. (4) Given the product [CH3:32][N:8]([CH3:7])[CH2:9][C@H:10]([CH3:31])[C@H:11]([C:14]1[CH:15]=[C:16]([O:20][S:21]([C:24]2[CH:25]=[CH:26][C:27]([CH3:30])=[CH:28][CH:29]=2)(=[O:22])=[O:23])[CH:17]=[CH:18][CH:19]=1)[CH2:12][CH3:13], predict the reactants needed to synthesize it. The reactants are: C(O)(=O)C(O)=O.[CH3:7][N:8]([CH3:32])[CH2:9][C@H:10]([CH3:31])[C@H:11]([C:14]1[CH:15]=[C:16]([O:20][S:21]([C:24]2[CH:29]=[CH:28][C:27]([CH3:30])=[CH:26][CH:25]=2)(=[O:23])=[O:22])[CH:17]=[CH:18][CH:19]=1)[CH2:12][CH3:13]. (5) The reactants are: [NH:1](C(OC(C)(C)C)=O)[C@H:2]([C:5]([OH:7])=[O:6])[CH2:3][NH2:4].[NH:15]1[CH:19]=[CH:18][N:17]=[C:16]1[CH2:20][CH2:21][NH2:22].[C:23]([OH:29])([C:25]([F:28])([F:27])[F:26])=[O:24]. Given the product [NH2:1][C@H:2]([C:5]([OH:7])=[O:6])[CH2:3][NH2:4].[OH:29][C:23]([C:25]([F:28])([F:27])[F:26])=[O:24].[NH:15]1[CH:19]=[CH:18][N:17]=[C:16]1[CH2:20][CH2:21][NH2:22], predict the reactants needed to synthesize it. (6) Given the product [Br:10][C:11]1[CH:12]=[N:13][C:14]([C:1]2[CH:6]=[CH:5][CH:4]=[CH:3][CH:2]=2)=[N:15][CH:16]=1, predict the reactants needed to synthesize it. The reactants are: [C:1]1(B(O)O)[CH:6]=[CH:5][CH:4]=[CH:3][CH:2]=1.[Br:10][C:11]1[CH:12]=[N:13][C:14](I)=[N:15][CH:16]=1.C([O-])([O-])=O.[Na+].[Na+]. (7) Given the product [Cl:10][C:11]1[C:20]([C:7](=[O:8])[CH2:6][Cl:5])=[CH:19][C:14]2[NH:15][C:16](=[O:18])[NH:17][C:13]=2[CH:12]=1, predict the reactants needed to synthesize it. The reactants are: [Cl-].[Al+3].[Cl-].[Cl-].[Cl:5][CH2:6][C:7](Cl)=[O:8].[Cl:10][C:11]1[CH:20]=[CH:19][C:14]2[NH:15][C:16](=[O:18])[NH:17][C:13]=2[CH:12]=1. (8) Given the product [CH2:17]([O:16][C:14](=[O:15])[NH:13][C:12]1[CH:11]=[CH:10][CH:9]=[C:4]([C:5](=[O:7])[CH2:37][C:35]2[CH:34]=[CH:33][N:32]=[C:31]([Cl:30])[N:36]=2)[C:3]=1[O:2][CH3:1])[CH:18]=[CH2:19], predict the reactants needed to synthesize it. The reactants are: [CH3:1][O:2][C:3]1[C:12]([NH:13][C:14]([O:16][CH2:17][CH:18]=[CH2:19])=[O:15])=[CH:11][CH:10]=[CH:9][C:4]=1[C:5]([O:7]C)=O.[Li+].C[Si]([N-][Si](C)(C)C)(C)C.[Cl:30][C:31]1[N:36]=[C:35]([CH3:37])[CH:34]=[CH:33][N:32]=1. (9) Given the product [Cl:5][C:6]1[CH:14]=[C:13]([Cl:15])[CH:12]=[CH:11][C:7]=1[C:8]([C:26]1[C:22]2[CH:21]=[C:20]([C:18]([O:17][CH3:16])=[O:19])[CH:29]=[CH:28][C:23]=2[O:24][C:25]=1[CH3:27])=[O:9], predict the reactants needed to synthesize it. The reactants are: [Cl-].[Al+3].[Cl-].[Cl-].[Cl:5][C:6]1[CH:14]=[C:13]([Cl:15])[CH:12]=[CH:11][C:7]=1[C:8](Cl)=[O:9].[CH3:16][O:17][C:18]([C:20]1[CH:29]=[CH:28][C:23]2[O:24][C:25]([CH3:27])=[CH:26][C:22]=2[CH:21]=1)=[O:19].